This data is from Forward reaction prediction with 1.9M reactions from USPTO patents (1976-2016). The task is: Predict the product of the given reaction. (1) Given the reactants [C:1]([O:5][C:6](=[O:22])[NH:7][C@H:8]([C:20]#[N:21])[CH2:9][C:10]1[CH:15]=[CH:14][C:13]([O:16][CH2:17][CH:18]=[CH2:19])=[CH:12][CH:11]=1)([CH3:4])([CH3:3])[CH3:2].C(O)(=O)C.C(N(CC)CC)C.[N-:34]=[N+:35]=[N-:36].[Na+], predict the reaction product. The product is: [C:1]([O:5][C:6](=[O:22])[NH:7][C@H:8]([C:20]1[NH:36][N:35]=[N:34][N:21]=1)[CH2:9][C:10]1[CH:11]=[CH:12][C:13]([O:16][CH2:17][CH:18]=[CH2:19])=[CH:14][CH:15]=1)([CH3:4])([CH3:2])[CH3:3]. (2) The product is: [Cl:1][C:2]1[N:3]=[CH:4][C:5]([CH2:8][N:13]2[CH2:14][CH2:15][C@@H:11]([OH:10])[CH2:12]2)=[CH:6][CH:7]=1. Given the reactants [Cl:1][C:2]1[CH:7]=[CH:6][C:5]([CH2:8]Cl)=[CH:4][N:3]=1.[OH:10][C@@H:11]1[CH2:15][CH2:14][NH:13][CH2:12]1.C(=O)([O-])[O-].[K+].[K+], predict the reaction product.